From a dataset of Reaction yield outcomes from USPTO patents with 853,638 reactions. Predict the reaction yield, written as a fraction of the theoretical maximum amount of product (1.0 means a 100% yield; for example, 0.34 means a 34% yield). (1) The reactants are [N:1]1[CH:6]=[CH:5][CH:4]=[CH:3][C:2]=1[CH2:7][NH:8][C:9]([C:11]1[C:20]2[C:15](=[CH:16][CH:17]=[CH:18][CH:19]=2)[CH:14]=[CH:13][CH:12]=1)=O.O=P(Cl)(Cl)Cl.C(=O)([O-])[O-].[K+].[K+]. The catalyst is C1(C)C=CC=CC=1. The product is [C:11]1([C:9]2[N:1]3[CH:6]=[CH:5][CH:4]=[CH:3][C:2]3=[CH:7][N:8]=2)[C:20]2[C:15](=[CH:16][CH:17]=[CH:18][CH:19]=2)[CH:14]=[CH:13][CH:12]=1. The yield is 0.720. (2) The reactants are [Br:1][C:2]1[N:3]=[C:4]([Br:16])[C:5]2[N:6]([CH:8]=[C:9]([C:11](OCC)=[O:12])[N:10]=2)[CH:7]=1.CC(C[AlH]CC(C)C)C.Cl. The catalyst is C1(C)C=CC=CC=1. The product is [Br:1][C:2]1[N:3]=[C:4]([Br:16])[C:5]2[N:6]([CH:8]=[C:9]([CH2:11][OH:12])[N:10]=2)[CH:7]=1. The yield is 0.452.